Binary Classification. Given a drug SMILES string, predict its activity (active/inactive) in a high-throughput screening assay against a specified biological target. From a dataset of Cav3 T-type calcium channel HTS with 100,875 compounds. (1) The result is 0 (inactive). The compound is S(C(C)C(=O)N)c1oc(nn1)Cc1ccc([N+]([O-])=O)cc1. (2) The drug is S=P1(N2CCOCC2)Nc2c(n3c1ncc3)ccc(c2)C(F)(F)F. The result is 0 (inactive). (3) The drug is S1(=O)(=O)N(C(c2c1ccc(c2)C(F)(F)F)CC(OCC)=O)C(C)C. The result is 0 (inactive). (4) The result is 0 (inactive). The compound is s1c(n2c(ccc2C)C)c(c2nn3c(nc(cc3C)C)c2)cc1. (5) The molecule is O=C(CN1CCN(CC1)Cc1ccccc1)/C(=c1\n(c2c([nH]1)cccc2)C)C#N. The result is 0 (inactive). (6) The molecule is Oc1cc2c(n(c(c2C(=O)C)C)c2ccc(OC)cc2)cc1. The result is 0 (inactive). (7) The compound is O=C(NC1CCCCC1)C(N(C(=O)Cn1c2c(nc1)cccc2)c1ccc(OC)cc1)c1ccccc1. The result is 1 (active). (8) The result is 0 (inactive). The compound is s1c2n(cc(n2)c2ccc(NC(=O)c3c(OCC)nccc3)cc2)cc1. (9) The drug is S(c1[nH]c(cc(=O)n1)C)\C=C\c1ccccc1. The result is 0 (inactive). (10) The drug is s1c(C(=O)Nc2cc3nc(n(c3cc2)C)CN2CCCCC2)ccc1. The result is 0 (inactive).